Dataset: M1 muscarinic receptor antagonist screen with 61,756 compounds. Task: Binary Classification. Given a drug SMILES string, predict its activity (active/inactive) in a high-throughput screening assay against a specified biological target. (1) The drug is S(=O)(=O)(NCc1ccc(C(=O)N2CCCC2)cc1)c1ccc(F)cc1. The result is 0 (inactive). (2) The result is 0 (inactive). The drug is ClC1=C(N2CCCCC2)C(=O)N(C1=O)c1c(Cl)cccc1. (3) The drug is O=C1N(CCN(CC)CC)c2c(/C1=N\O)cccc2. The result is 0 (inactive). (4) The molecule is O1C2(OCC1)CCN(CC2)C(=O)CCN1c2c(OCC1=O)ccc(c2)C. The result is 0 (inactive). (5) The compound is Clc1c(C2c3c([nH]nc3OC(N)=C2C#N)COC)cccc1. The result is 0 (inactive). (6) The molecule is s1c(NC(=O)COc2ccccc2)nc(c2sccc2)c1. The result is 0 (inactive). (7) The compound is O(CC(O)Cn1nc(cc1C)C)c1c(OC)cccc1. The result is 0 (inactive). (8) The drug is Clc1c2c(NC(=O)CN3CCN(CC3)C(OCC)=O)c([nH]c2ccc1)C(OC)=O. The result is 0 (inactive). (9) The molecule is O=C(Nc1cc2ncn(c2cc1)C)c1ccc(cc1)C. The result is 0 (inactive).